From a dataset of Catalyst prediction with 721,799 reactions and 888 catalyst types from USPTO. Predict which catalyst facilitates the given reaction. (1) Reactant: [CH3:1][C:2]([CH3:29])([CH3:28])[CH2:3][O:4][C:5]1([C:8]2[CH:13]=[CH:12][C:11]([C:14]#[C:15][C:16]3[CH:26]=[CH:25][C:19]([C:20]([O:22]CC)=[O:21])=[CH:18][CH:17]=3)=[CH:10][C:9]=2[CH3:27])[CH2:7][CH2:6]1. Product: [CH3:1][C:2]([CH3:29])([CH3:28])[CH2:3][O:4][C:5]1([C:8]2[CH:13]=[CH:12][C:11]([C:14]#[C:15][C:16]3[CH:17]=[CH:18][C:19]([C:20]([OH:22])=[O:21])=[CH:25][CH:26]=3)=[CH:10][C:9]=2[CH3:27])[CH2:7][CH2:6]1. The catalyst class is: 199. (2) The catalyst class is: 8. Reactant: [CH2:1]([O:8][C:9]1[CH:14]=[CH:13][C:12]([C:15](=O)/[CH:16]=[CH:17]/N(C)C)=[CH:11][CH:10]=1)[C:2]1[CH:7]=[CH:6][CH:5]=[CH:4][CH:3]=1.[NH2:22][C:23]([NH2:25])=[S:24].[O-][CH2:27]C.[Na+].IC. Product: [CH2:1]([O:8][C:9]1[CH:10]=[CH:11][C:12]([C:15]2[CH:16]=[CH:17][N:25]=[C:23]([S:24][CH3:27])[N:22]=2)=[CH:13][CH:14]=1)[C:2]1[CH:3]=[CH:4][CH:5]=[CH:6][CH:7]=1. (3) Reactant: [B:1]([C:4]1[CH:12]=[CH:11][C:7]([C:8]([OH:10])=O)=[CH:6][CH:5]=1)([OH:3])[OH:2].F[P-](F)(F)(F)(F)F.N1(OC(N(C)C)=[N+](C)C)C2[N:25]=[CH:26][CH:27]=[CH:28]C=2N=N1.C(N(CC)C(C)C)(C)C.N1CCC1. Product: [N:25]1([C:8]([C:7]2[CH:6]=[CH:5][C:4]([B:1]([OH:2])[OH:3])=[CH:12][CH:11]=2)=[O:10])[CH2:26][CH2:27][CH2:28]1. The catalyst class is: 23. (4) Reactant: [CH3:1][C:2]1(C(N)=O)[C:11]2[C:6](=[CH:7][CH:8]=[CH:9][CH:10]=2)[CH2:5][CH2:4][CH2:3]1.FC(F)(F)C(OI(C1C=CC=CC=1)OC(=O)C(F)(F)F)=O.C(=O)(O)[O-].[Na+].C(#[N:43])C. Product: [CH3:1][C:2]1([NH2:43])[C:11]2[C:6](=[CH:7][CH:8]=[CH:9][CH:10]=2)[CH2:5][CH2:4][CH2:3]1. The catalyst class is: 6. (5) Reactant: Cl[C:2]1[N:3]=[C:4]([N:22]2[CH2:27][CH2:26][O:25][CH2:24][CH2:23]2)[C:5]2[N:10]=[C:9]([CH2:11][N:12]3[CH2:15][CH:14](N4CCOCC4)[CH2:13]3)[S:8][C:6]=2[N:7]=1.[CH3:28][C:29]1[NH:30][C:31]2[CH:37]=[CH:36][CH:35]=[CH:34][C:32]=2[N:33]=1.[CH3:38][CH:39]([C:41]1C=C(C(C)C)C(C2C=CC=CC=2P(C2CCCCC2)C2CCCCC2)=[C:43](C(C)C)[CH:42]=1)C.C([O-])([O-])=[O:73].[Cs+].[Cs+]. Product: [CH3:28][C:29]1[N:33]([C:2]2[N:3]=[C:4]([N:22]3[CH2:23][CH2:24][O:25][CH2:26][CH2:27]3)[C:5]3[N:10]=[C:9]([CH2:11][N:12]4[CH2:13][CH:14]([CH:41]5[CH2:42][CH2:43][O:73][CH2:38][CH2:39]5)[CH2:15]4)[S:8][C:6]=3[N:7]=2)[C:32]2[CH:34]=[CH:35][CH:36]=[CH:37][C:31]=2[N:30]=1. The catalyst class is: 533. (6) The catalyst class is: 15. Reactant: [NH2:1][C:2]1[CH:7]=[CH:6][C:5]([C:8]2[NH:13][C:12](=[O:14])[CH:11]=[C:10]([C:15]3[CH:20]=[CH:19][C:18]([OH:21])=[C:17]([CH3:22])[CH:16]=3)[CH:9]=2)=[C:4]([CH3:23])[CH:3]=1.ClCCCl.C([N:35]1[CH2:40][CH2:39][CH:38]([CH:41]=O)[CH2:37][CH2:36]1)(OC(C)(C)C)=O.C(O[BH-](OC(=O)C)OC(=O)C)(=O)C.[Na+]. Product: [OH:21][C:18]1[CH:19]=[CH:20][C:15]([C:10]2[CH:9]=[C:8]([C:5]3[CH:6]=[CH:7][C:2]([NH:1][CH2:41][CH:38]4[CH2:39][CH2:40][NH:35][CH2:36][CH2:37]4)=[CH:3][C:4]=3[CH3:23])[NH:13][C:12](=[O:14])[CH:11]=2)=[CH:16][C:17]=1[CH3:22]. (7) Reactant: [CH:1]1([O:5][C:6]2[C:15]([C:16]3[N:17]([CH2:34][O:35][CH2:36][CH2:37][Si:38]([CH3:41])([CH3:40])[CH3:39])[C:18]([C:21]4[CH2:22][CH2:23][N:24]([C:27]([O:29][C:30]([CH3:33])([CH3:32])[CH3:31])=[O:28])[CH2:25][CH:26]=4)=[CH:19][N:20]=3)=[CH:14][CH:13]=[C:12]3[C:7]=2[CH2:8][CH2:9][C@H:10]([CH3:47])[N:11]3[C:42]([CH:44]2[CH2:46][CH2:45]2)=[O:43])[CH2:4][CH2:3][CH2:2]1. The catalyst class is: 43. Product: [CH:1]1([O:5][C:6]2[C:15]([C:16]3[N:17]([CH2:34][O:35][CH2:36][CH2:37][Si:38]([CH3:39])([CH3:40])[CH3:41])[C:18]([CH:21]4[CH2:26][CH2:25][N:24]([C:27]([O:29][C:30]([CH3:32])([CH3:33])[CH3:31])=[O:28])[CH2:23][CH2:22]4)=[CH:19][N:20]=3)=[CH:14][CH:13]=[C:12]3[C:7]=2[CH2:8][CH2:9][C@H:10]([CH3:47])[N:11]3[C:42]([CH:44]2[CH2:45][CH2:46]2)=[O:43])[CH2:2][CH2:3][CH2:4]1.